Task: Predict the reaction yield, written as a fraction of the theoretical maximum amount of product (1.0 means a 100% yield; for example, 0.34 means a 34% yield).. Dataset: Reaction yield outcomes from USPTO patents with 853,638 reactions (1) The reactants are [NH2:1][CH:2]1[CH2:7][CH2:6][N:5]([C:8]([O:10][C:11]([CH3:14])([CH3:13])[CH3:12])=[O:9])[CH2:4][CH:3]1[F:15].F[C:17]1[CH:22]=[CH:21][C:20]([N+:23]([O-:25])=[O:24])=[CH:19][CH:18]=1. The catalyst is CS(C)=O. The product is [F:15][CH:3]1[CH:2]([NH:1][C:17]2[CH:22]=[CH:21][C:20]([N+:23]([O-:25])=[O:24])=[CH:19][CH:18]=2)[CH2:7][CH2:6][N:5]([C:8]([O:10][C:11]([CH3:12])([CH3:14])[CH3:13])=[O:9])[CH2:4]1. The yield is 1.00. (2) The reactants are [Br:1][C:2]1[CH:7]=[CH:6][C:5]([CH:8]([CH3:13])[CH2:9][C:10](O)=[O:11])=[CH:4][CH:3]=1.B. The catalyst is O1CCCC1. The product is [Br:1][C:2]1[CH:3]=[CH:4][C:5]([CH:8]([CH3:13])[CH2:9][CH2:10][OH:11])=[CH:6][CH:7]=1. The yield is 0.846. (3) The reactants are [I:1][C:2]1[C:10]2[C:5](=[N:6][CH:7]=[C:8]([C:11]3[CH:16]=[CH:15][C:14]([S:17]([CH:20]([CH3:22])[CH3:21])(=[O:19])=[O:18])=[CH:13][CH:12]=3)[N:9]=2)[NH:4][CH:3]=1.CCN(C(C)C)C(C)C.[C:32]1([CH3:42])[CH:37]=[CH:36][C:35]([S:38](Cl)(=[O:40])=[O:39])=[CH:34][CH:33]=1.O. The catalyst is CN(C=O)C. The product is [I:1][C:2]1[C:10]2[C:5](=[N:6][CH:7]=[C:8]([C:11]3[CH:12]=[CH:13][C:14]([S:17]([CH:20]([CH3:22])[CH3:21])(=[O:19])=[O:18])=[CH:15][CH:16]=3)[N:9]=2)[N:4]([S:38]([C:35]2[CH:36]=[CH:37][C:32]([CH3:42])=[CH:33][CH:34]=2)(=[O:40])=[O:39])[CH:3]=1. The yield is 0.972. (4) The reactants are [N+](C(C)C)([O-])=[O:2].[Na].[F:8][C:9]1[C:18]([CH2:19]Br)=[CH:17][C:16]2[C:15]([CH3:22])([CH3:21])[CH2:14][CH2:13][C:12]([CH3:24])([CH3:23])[C:11]=2[CH:10]=1. The catalyst is C(O)C. The product is [F:8][C:9]1[C:18]([CH:19]=[O:2])=[CH:17][C:16]2[C:15]([CH3:22])([CH3:21])[CH2:14][CH2:13][C:12]([CH3:24])([CH3:23])[C:11]=2[CH:10]=1. The yield is 0.580. (5) The reactants are Br[C:2]1[S:6][C:5]([C:7]2[N:12]([CH2:13][C:14]3[CH:19]=[CH:18][C:17]([F:20])=[CH:16][C:15]=3[F:21])[C:11](=[O:22])[C:10]([C:23]#[N:24])=[C:9]([C:25]([F:28])([F:27])[F:26])[CH:8]=2)=[CH:4][CH:3]=1.[CH3:29][S:30][C:31]1[CH:36]=[CH:35][C:34](B2OC(C)(C)C(C)(C)O2)=[CH:33][N:32]=1.C(=O)([O-])[O-].[K+].[K+]. The catalyst is C1C=CC([P]([Pd]([P](C2C=CC=CC=2)(C2C=CC=CC=2)C2C=CC=CC=2)([P](C2C=CC=CC=2)(C2C=CC=CC=2)C2C=CC=CC=2)[P](C2C=CC=CC=2)(C2C=CC=CC=2)C2C=CC=CC=2)(C2C=CC=CC=2)C2C=CC=CC=2)=CC=1.COCCOC.O. The product is [F:21][C:15]1[CH:16]=[C:17]([F:20])[CH:18]=[CH:19][C:14]=1[CH2:13][N:12]1[C:7]([C:5]2[S:6][C:2]([C:34]3[CH:33]=[N:32][C:31]([S:30][CH3:29])=[CH:36][CH:35]=3)=[CH:3][CH:4]=2)=[CH:8][C:9]([C:25]([F:28])([F:27])[F:26])=[C:10]([C:23]#[N:24])[C:11]1=[O:22]. The yield is 0.930. (6) The reactants are [F:1][C:2]1[CH:3]=[C:4]([NH:10][C:11]2[C:16]([C:17]3[N:22]=[C:21]([CH3:23])[N:20]=[C:19]([N:24](CC4C=CC(OC)=CC=4)CC4C=CC(OC)=CC=4)[N:18]=3)=[CH:15][C:14]([CH2:43][C:44]3[CH:49]=[CH:48][C:47]([S:50]([CH3:53])(=[O:52])=[O:51])=[CH:46][CH:45]=3)=[CH:13][N:12]=2)[CH:5]=[N:6][C:7]=1[O:8][CH3:9].FC(F)(F)C(O)=O. The yield is 0.240. The product is [F:1][C:2]1[CH:3]=[C:4]([NH:10][C:11]2[C:16]([C:17]3[N:22]=[C:21]([CH3:23])[N:20]=[C:19]([NH2:24])[N:18]=3)=[CH:15][C:14]([CH2:43][C:44]3[CH:49]=[CH:48][C:47]([S:50]([CH3:53])(=[O:51])=[O:52])=[CH:46][CH:45]=3)=[CH:13][N:12]=2)[CH:5]=[N:6][C:7]=1[O:8][CH3:9]. No catalyst specified.